This data is from Full USPTO retrosynthesis dataset with 1.9M reactions from patents (1976-2016). The task is: Predict the reactants needed to synthesize the given product. (1) Given the product [O:45]=[C:39]1[CH:38]([N:30]2[C:29](=[O:46])[C:28]3[C:33](=[CH:34][CH:35]=[CH:36][C:27]=3[CH2:26][NH:25][C:9](=[O:11])[CH2:8][C:5]3[CH:4]=[CH:3][C:2]([F:1])=[CH:7][CH:6]=3)[N:32]=[C:31]2[CH3:37])[CH2:43][CH2:42][C:41](=[O:44])[NH:40]1, predict the reactants needed to synthesize it. The reactants are: [F:1][C:2]1[CH:7]=[CH:6][C:5]([CH2:8][C:9]([OH:11])=O)=[CH:4][CH:3]=1.C(N1C=CN=C1)(N1C=CN=C1)=O.Cl.[NH2:25][CH2:26][C:27]1[CH:36]=[CH:35][CH:34]=[C:33]2[C:28]=1[C:29](=[O:46])[N:30]([CH:38]1[CH2:43][CH2:42][C:41](=[O:44])[NH:40][C:39]1=[O:45])[C:31]([CH3:37])=[N:32]2. (2) Given the product [Cl:1][C:2]1[CH:7]=[C:6]([Cl:8])[N:5]=[C:4]([CH:13]2[CH2:15][CH2:14]2)[N:3]=1, predict the reactants needed to synthesize it. The reactants are: [Cl:1][C:2]1[CH:7]=[C:6]([Cl:8])[N:5]=[C:4](S(C)(=O)=O)[N:3]=1.[CH:13]1([Mg]Br)[CH2:15][CH2:14]1.C(=O)([O-])[O-].[K+].[K+]. (3) Given the product [CH:10]1([NH:9][C:7](=[O:8])[CH2:6][O:5][C:4]2[CH:13]=[CH:14][CH:15]=[C:2]([B:16]3[O:20][C:19]([CH3:22])([CH3:21])[C:18]([CH3:24])([CH3:23])[O:17]3)[CH:3]=2)[CH2:12][CH2:11]1, predict the reactants needed to synthesize it. The reactants are: Br[C:2]1[CH:3]=[C:4]([CH:13]=[CH:14][CH:15]=1)[O:5][CH2:6][C:7]([NH:9][CH:10]1[CH2:12][CH2:11]1)=[O:8].[B:16]1([B:16]2[O:20][C:19]([CH3:22])([CH3:21])[C:18]([CH3:24])([CH3:23])[O:17]2)[O:20][C:19]([CH3:22])([CH3:21])[C:18]([CH3:24])([CH3:23])[O:17]1.CC([O-])=O.[K+]. (4) Given the product [S:60]1[CH2:64][C@@H:63]([C:65]([O:40][C@H:39]2[C@@H:38]([OH:41])[C@H:37]([N:42]3[CH:50]=[N:49][C:48]4[C:43]3=[N:44][CH:45]=[N:46][C:47]=4[NH2:51])[O:36][C@@H:35]2[CH2:34][O:33][P:30]([O:29][C@H:28]2[CH2:27][C@H:26]([N:52]3[CH:57]=[CH:56][C:55]([NH2:58])=[N:54][C:53]3=[O:59])[O:25][C@@H:24]2[CH2:23][O:22][P:18]([OH:21])([OH:20])=[O:19])([OH:32])=[O:31])=[O:66])[N:62]([C:71]([O:73][C:74]([CH3:77])([CH3:76])[CH3:75])=[O:72])[CH2:61]1, predict the reactants needed to synthesize it. The reactants are: C([N+](CCCC)(CCCC)CCCC)CCC.[P:18]([O:22][CH2:23][C@@H:24]1[C@@H:28]([O:29][P:30]([O:33][CH2:34][C@@H:35]2[C@@H:39]([OH:40])[C@@H:38]([OH:41])[C@H:37]([N:42]3[CH:50]=[N:49][C:48]4[C:43]3=[N:44][CH:45]=[N:46][C:47]=4[NH2:51])[O:36]2)([OH:32])=[O:31])[CH2:27][C@H:26]([N:52]2[CH:57]=[CH:56][C:55]([NH2:58])=[N:54][C:53]2=[O:59])[O:25]1)([OH:21])([OH:20])=[O:19].[S:60]1[CH2:64][C@@H:63]([C:65](OCC#N)=[O:66])[N:62]([C:71]([O:73][C:74]([CH3:77])([CH3:76])[CH3:75])=[O:72])[CH2:61]1. (5) The reactants are: [N:1]12[CH2:8][CH2:7][CH:4]([CH2:5][CH2:6]1)[C@@H:3]([O:9][C:10]([C:12]1([C:19]3[CH:24]=[CH:23][CH:22]=[CH:21][CH:20]=3)[CH2:18][CH2:17][CH2:16][CH2:15][CH2:14][CH2:13]1)=[O:11])[CH2:2]2.Br[CH2:26][CH2:27][C:28]1[CH:29]=[CH:30][C:31]2[O:35][CH2:34][CH2:33][C:32]=2[CH:36]=1. Given the product [CH:10]([O-:11])=[O:9].[O:35]1[C:31]2[CH:30]=[CH:29][C:28]([CH2:27][CH2:26][N+:1]34[CH2:8][CH2:7][CH:4]([CH2:5][CH2:6]3)[C@@H:3]([O:9][C:10]([C:12]3([C:19]5[CH:20]=[CH:21][CH:22]=[CH:23][CH:24]=5)[CH2:18][CH2:17][CH2:16][CH2:15][CH2:14][CH2:13]3)=[O:11])[CH2:2]4)=[CH:36][C:32]=2[CH2:33][CH2:34]1, predict the reactants needed to synthesize it. (6) Given the product [CH2:1]([C:9]1[NH:10][C:11]2[C:16]([CH:17]=1)=[CH:15][CH:14]=[CH:13][CH:12]=2)[CH2:2][CH2:3][CH2:4][CH2:5][CH2:6][CH2:7][CH3:8], predict the reactants needed to synthesize it. The reactants are: [CH:1]([C:9]1[NH:10][C:11]2[C:16]([CH:17]=1)=[CH:15][CH:14]=[CH:13][CH:12]=2)=[CH:2][CH2:3][CH2:4][CH2:5][CH2:6][CH2:7][CH3:8].[H][H].